Task: Regression. Given a peptide amino acid sequence and an MHC pseudo amino acid sequence, predict their binding affinity value. This is MHC class II binding data.. Dataset: Peptide-MHC class II binding affinity with 134,281 pairs from IEDB (1) The peptide sequence is DRYAYEIVGPECSDS. The MHC is DRB1_0101 with pseudo-sequence DRB1_0101. The binding affinity (normalized) is 0.556. (2) The binding affinity (normalized) is 0.395. The peptide sequence is QNSLSTEWSPCAVT. The MHC is DRB1_0401 with pseudo-sequence DRB1_0401.